This data is from Full USPTO retrosynthesis dataset with 1.9M reactions from patents (1976-2016). The task is: Predict the reactants needed to synthesize the given product. (1) Given the product [Cl:1][C:2]1[CH:28]=[CH:27][C:5]([CH2:6][N:7]2[C:15]3[C:10](=[CH:11][CH:12]=[CH:13][CH:14]=3)[CH:9]=[C:8]2[C:16]([N:18]2[CH2:23][CH2:22][CH:21]([C:24]([NH:58][CH2:57][CH2:56][C:50]3[CH:55]=[CH:54][CH:53]=[CH:52][CH:51]=3)=[O:26])[CH2:20][CH2:19]2)=[O:17])=[CH:4][CH:3]=1, predict the reactants needed to synthesize it. The reactants are: [Cl:1][C:2]1[CH:28]=[CH:27][C:5]([CH2:6][N:7]2[C:15]3[C:10](=[CH:11][CH:12]=[CH:13][CH:14]=3)[CH:9]=[C:8]2[C:16]([N:18]2[CH2:23][CH2:22][CH:21]([C:24]([OH:26])=O)[CH2:20][CH2:19]2)=[O:17])=[CH:4][CH:3]=1.CCN=C=NCCCN(C)C.ON1C2C=CC=CC=2N=N1.[C:50]1([CH2:56][CH2:57][NH2:58])[CH:55]=[CH:54][CH:53]=[CH:52][CH:51]=1. (2) Given the product [ClH:17].[NH2:2][CH:3]([C:5]1[CH:14]=[CH:13][C:8]([C:9]([O:11][CH3:12])=[O:10])=[CH:7][C:6]=1[O:15][CH3:16])[CH3:4], predict the reactants needed to synthesize it. The reactants are: O[N:2]=[C:3]([C:5]1[CH:14]=[CH:13][C:8]([C:9]([O:11][CH3:12])=[O:10])=[CH:7][C:6]=1[O:15][CH3:16])[CH3:4].[ClH:17]. (3) Given the product [CH3:1][CH:2]([CH3:33])[C:3]([NH:5][C:6]1[CH:11]=[CH:10][CH:9]=[C:8]([CH:12]2[CH2:17][CH2:16][N:15]([CH2:18][CH2:19][CH2:20][C:21]3[C:39]4[C:34](=[CH:35][CH:36]=[CH:37][CH:38]=4)[NH:40][C:22]=3[C:24]3[CH:29]=[CH:28][CH:27]=[C:26]([N+:30]([O-:32])=[O:31])[CH:25]=3)[CH2:14][CH2:13]2)[CH:7]=1)=[O:4], predict the reactants needed to synthesize it. The reactants are: [CH3:1][CH:2]([CH3:33])[C:3]([NH:5][C:6]1[CH:11]=[CH:10][CH:9]=[C:8]([CH:12]2[CH2:17][CH2:16][N:15]([CH2:18][CH2:19][CH2:20][CH2:21][C:22]([C:24]3[CH:29]=[CH:28][CH:27]=[C:26]([N+:30]([O-:32])=[O:31])[CH:25]=3)=O)[CH2:14][CH2:13]2)[CH:7]=1)=[O:4].[C:34]1([NH:40]N)[CH:39]=[CH:38][CH:37]=[CH:36][CH:35]=1. (4) Given the product [F:1][C:2]1[CH:3]=[C:4]([C:22]2[O:26][N:25]=[C:24]([C:27]([O:29][CH2:30][CH3:31])=[O:28])[C:23]=2[CH3:32])[CH:5]=[CH:6][C:7]=1[C:8]([F:9])([F:10])[F:11], predict the reactants needed to synthesize it. The reactants are: [F:1][C:2]1[CH:3]=[C:4](B2OC(C)(C)C(C)(C)O2)[CH:5]=[CH:6][C:7]=1[C:8]([F:11])([F:10])[F:9].Br[C:22]1[O:26][N:25]=[C:24]([C:27]([O:29][CH2:30][CH3:31])=[O:28])[C:23]=1[CH3:32].C(=O)([O-])[O-].[K+].[K+]. (5) Given the product [CH:2]([C:4]1[CH:5]=[CH:6][C:7]([C:10]([O:12][CH2:13][CH3:14])=[O:11])=[N:8][CH:9]=1)([CH3:3])[CH3:1], predict the reactants needed to synthesize it. The reactants are: [CH2:1]=[C:2]([C:4]1[CH:5]=[CH:6][C:7]([C:10]([O:12][CH2:13][CH3:14])=[O:11])=[N:8][CH:9]=1)[CH3:3].[H][H].